From a dataset of Catalyst prediction with 721,799 reactions and 888 catalyst types from USPTO. Predict which catalyst facilitates the given reaction. (1) Reactant: [Br:1][C:2]1[CH:7]=[CH:6][CH:5]=[C:4]([F:8])[C:3]=1[OH:9].C(=O)([O-])[O-].[K+].[K+].Br[C:17]([F:23])([F:22])[C:18]([F:21])([F:20])[Br:19].C(S)CCC.[OH-].[Na+]. Product: [Br:1][C:2]1[CH:7]=[CH:6][CH:5]=[C:4]([F:8])[C:3]=1[O:9][C:17]([F:23])([F:22])[C:18]([Br:19])([F:21])[F:20]. The catalyst class is: 9. (2) Reactant: [CH3:1][C:2]1([CH3:7])[CH2:6][N:5]=[N:4][CH2:3]1.[CH2:8]([N:10]=[C:11]=[S:12])[CH3:9]. Product: [CH2:8]([NH:10][C:11]([N:4]1[CH2:3][C:2]([CH3:7])([CH3:1])[CH:6]=[N:5]1)=[S:12])[CH3:9]. The catalyst class is: 8.